From a dataset of NCI-60 drug combinations with 297,098 pairs across 59 cell lines. Regression. Given two drug SMILES strings and cell line genomic features, predict the synergy score measuring deviation from expected non-interaction effect. (1) Drug 1: C1C(C(OC1N2C=C(C(=O)NC2=O)F)CO)O. Drug 2: C1CC(=O)NC(=O)C1N2C(=O)C3=CC=CC=C3C2=O. Cell line: EKVX. Synergy scores: CSS=1.82, Synergy_ZIP=1.74, Synergy_Bliss=2.12, Synergy_Loewe=0.0236, Synergy_HSA=-0.614. (2) Drug 1: CC1CCC2CC(C(=CC=CC=CC(CC(C(=O)C(C(C(=CC(C(=O)CC(OC(=O)C3CCCCN3C(=O)C(=O)C1(O2)O)C(C)CC4CCC(C(C4)OC)O)C)C)O)OC)C)C)C)OC. Drug 2: N.N.Cl[Pt+2]Cl. Cell line: UACC62. Synergy scores: CSS=49.1, Synergy_ZIP=-2.30, Synergy_Bliss=-1.09, Synergy_Loewe=1.82, Synergy_HSA=2.24. (3) Drug 1: C1CC(C1)(C(=O)O)C(=O)O.[NH2-].[NH2-].[Pt+2]. Drug 2: CC12CCC3C(C1CCC2O)C(CC4=C3C=CC(=C4)O)CCCCCCCCCS(=O)CCCC(C(F)(F)F)(F)F. Cell line: MCF7. Synergy scores: CSS=16.0, Synergy_ZIP=-1.53, Synergy_Bliss=-2.82, Synergy_Loewe=-7.06, Synergy_HSA=-3.26. (4) Drug 1: C1CC(=O)NC(=O)C1N2CC3=C(C2=O)C=CC=C3N. Drug 2: CN(C)N=NC1=C(NC=N1)C(=O)N. Cell line: RPMI-8226. Synergy scores: CSS=21.1, Synergy_ZIP=2.84, Synergy_Bliss=5.95, Synergy_Loewe=7.21, Synergy_HSA=7.27.